This data is from Catalyst prediction with 721,799 reactions and 888 catalyst types from USPTO. The task is: Predict which catalyst facilitates the given reaction. (1) Reactant: [OH:1][C@@H:2]1[CH2:7][CH2:6][CH2:5][CH2:4][C@H:3]1[N:8]1[C:17](=[O:18])[C:16]2[C:11](=[C:12]3[CH:31]=[CH:30][CH:29]=[CH:28][C:13]3=[C:14]([CH2:19][C:20]3[CH:21]=[N:22][C:23]([O:26]C)=[CH:24][CH:25]=3)[CH:15]=2)[N:10]=[CH:9]1.I[CH3:33]. Product: [OH:1][C@@H:2]1[CH2:7][CH2:6][CH2:5][CH2:4][C@H:3]1[N:8]1[C:17](=[O:18])[C:16]2[C:11](=[C:12]3[CH:31]=[CH:30][CH:29]=[CH:28][C:13]3=[C:14]([CH2:19][C:20]3[CH:25]=[CH:24][C:23](=[O:26])[N:22]([CH3:33])[CH:21]=3)[CH:15]=2)[N:10]=[CH:9]1. The catalyst class is: 10. (2) Reactant: OC[C@@H:3]1[O:7][C:6](=[O:8])[N:5]([C:9]2[CH:14]=[CH:13][C:12]([N:15]3[CH2:20][CH2:19][O:18][CH2:17][CH2:16]3)=[CH:11][CH:10]=2)[CH2:4]1.C(OC(N[C:29]1[CH:33]=[CH:32][O:31][N:30]=1)=O)(C)(C)C.C(P(CCCC)CCCC)CCC.[N:47]([C:57](N1CCCCC1)=O)=NC(N1CCCCC1)=O. Product: [O:31]1[CH:32]=[CH:33][C:29]([CH:57]([NH2:47])[C@H:3]2[O:7][C:6](=[O:8])[N:5]([C:9]3[CH:14]=[CH:13][C:12]([N:15]4[CH2:16][CH2:17][O:18][CH2:19][CH2:20]4)=[CH:11][CH:10]=3)[CH2:4]2)=[N:30]1. The catalyst class is: 1. (3) Reactant: [NH:1]([C:3]1[CH:4]=[C:5]([CH:8]=[CH:9][N:10]=1)[C:6]#[N:7])[NH2:2].CN(C)[CH:13]=[C:14]([C:20]1[CH:21]=[N:22][CH:23]=[CH:24][CH:25]=1)[C:15](OCC)=[O:16]. Product: [C:6]([C:5]1[CH:8]=[CH:9][N:10]=[C:3]([N:1]2[C:15](=[O:16])[C:14]([C:20]3[CH:21]=[N:22][CH:23]=[CH:24][CH:25]=3)=[CH:13][NH:2]2)[CH:4]=1)#[N:7]. The catalyst class is: 15. (4) Reactant: [Cl:1][C:2]1[CH:3]=[C:4]([Mg]Br)[CH:5]=[CH:6][CH:7]=1.C1COCC1.[CH2:15]([O:17][C:18](=[O:30])/[C:19](/[C:28]#[N:29])=[CH:20]\[C:21]1[CH:26]=[CH:25][CH:24]=[C:23]([Cl:27])[CH:22]=1)[CH3:16].Cl. Product: [CH2:15]([O:17][C:18](=[O:30])[C:19]([C:28]#[N:29])=[C:20]([C:21]1[CH:26]=[CH:25][CH:24]=[C:23]([Cl:27])[CH:22]=1)[C:4]1[CH:5]=[CH:6][CH:7]=[C:2]([Cl:1])[CH:3]=1)[CH3:16]. The catalyst class is: 11. (5) Reactant: [C:1]([C:5]1[S:9][C:8](/[N:10]=[CH:11]/[N:12]([CH3:14])[CH3:13])=[N:7][N:6]=1)([CH3:4])([CH3:3])[CH3:2].[Br:15][CH2:16][CH2:17][CH2:18][CH3:19]. Product: [Br-:15].[C:1]([C:5]1[S:9][C:8](/[N:10]=[CH:11]/[N:12]([CH3:14])[CH3:13])=[N+:7]([CH2:16][CH2:17][CH2:18][CH3:19])[N:6]=1)([CH3:4])([CH3:2])[CH3:3]. The catalyst class is: 11. (6) Reactant: Cl[C:2]1[CH:7]=[CH:6][CH:5]=[CH:4][N:3]=1.[NH2:8][C:9]1[CH:23]=[CH:22][C:12]([C:13]([C:15]2[CH:20]=[CH:19][CH:18]=[CH:17][C:16]=2[CH3:21])=[O:14])=[C:11]([Cl:24])[CH:10]=1.CC([O-])(C)C.[K+]. Product: [Cl:24][C:11]1[CH:10]=[C:9]([NH:8][C:2]2[CH:7]=[CH:6][CH:5]=[CH:4][N:3]=2)[CH:23]=[CH:22][C:12]=1[C:13]([C:15]1[CH:20]=[CH:19][CH:18]=[CH:17][C:16]=1[CH3:21])=[O:14]. The catalyst class is: 16. (7) Reactant: [Br:1][C:2]1[CH:7]=[CH:6][CH:5]=[C:4]([Br:8])[N:3]=1.FC(F)(F)C(O)=[O:12].OO. Product: [Br:1][C:2]1[CH:7]=[CH:6][CH:5]=[C:4]([Br:8])[N+:3]=1[O-:12]. The catalyst class is: 6. (8) Reactant: [F:1][C:2]1[CH:10]=[CH:9][CH:8]=[C:7]([F:11])[C:3]=1[C:4](Cl)=[O:5].C(N(CC)CC)C.[CH3:19][O:20][C:21]([C:23]1[C:27]([NH2:28])=[CH:26][S:25][N:24]=1)=[O:22].[OH-].[Na+]. Product: [CH3:19][O:20][C:21]([C:23]1[C:27]([NH:28][C:4](=[O:5])[C:3]2[C:2]([F:1])=[CH:10][CH:9]=[CH:8][C:7]=2[F:11])=[CH:26][S:25][N:24]=1)=[O:22]. The catalyst class is: 1.